From a dataset of Reaction yield outcomes from USPTO patents with 853,638 reactions. Predict the reaction yield, written as a fraction of the theoretical maximum amount of product (1.0 means a 100% yield; for example, 0.34 means a 34% yield). The reactants are [NH2:1][C:2]1[CH:7]=[CH:6][C:5]([CH:8]2[C:17]([CH3:19])([CH3:18])[CH2:16][C:15]3[C:10](=[CH:11][CH:12]=[C:13]([C:20]([O:22][CH3:23])=[O:21])[CH:14]=3)[NH:9]2)=[CH:4][CH:3]=1.[CH:24]1([C:30](O)=[O:31])[CH2:29][CH2:28][CH2:27][CH2:26][CH2:25]1.C(N(CC)C(C)C)(C)C.P(Cl)(Cl)(Cl)=O. The catalyst is ClCCl. The product is [CH:24]1([C:30]([NH:1][C:2]2[CH:3]=[CH:4][C:5]([CH:8]3[C:17]([CH3:18])([CH3:19])[CH2:16][C:15]4[C:10](=[CH:11][CH:12]=[C:13]([C:20]([O:22][CH3:23])=[O:21])[CH:14]=4)[NH:9]3)=[CH:6][CH:7]=2)=[O:31])[CH2:29][CH2:28][CH2:27][CH2:26][CH2:25]1. The yield is 0.530.